This data is from hERG Central: cardiac toxicity at 1µM, 10µM, and general inhibition. The task is: Predict hERG channel inhibition at various concentrations. (1) The compound is Cc1cc(-c2ccccc2)n(-c2ccc(C(=O)N3CCN(c4ncccn4)CC3)cc2)n1. Results: hERG_inhib (hERG inhibition (general)): blocker. (2) The molecule is COc1ccc(-c2csc(N(CCCN(C)C)C(=O)c3ccc(C)cc3)n2)cc1.Cl. Results: hERG_inhib (hERG inhibition (general)): blocker. (3) The compound is Cc1ccc(-n2nc(C)c3c(C)c(CCC(=O)Nc4ccc(CN5CCCC5)cc4)c(C)nc32)cc1. Results: hERG_inhib (hERG inhibition (general)): blocker.